This data is from Reaction yield outcomes from USPTO patents with 853,638 reactions. The task is: Predict the reaction yield, written as a fraction of the theoretical maximum amount of product (1.0 means a 100% yield; for example, 0.34 means a 34% yield). (1) The reactants are [Cl:1][C:2]1[C:10]([CH3:11])=[CH:9][CH:8]=[CH:7][C:3]=1[C:4](O)=[O:5].O. The catalyst is C1COCC1. The product is [Cl:1][C:2]1[C:10]([CH3:11])=[CH:9][CH:8]=[CH:7][C:3]=1[CH2:4][OH:5]. The yield is 1.00. (2) The reactants are Br[CH2:2][CH2:3][N:4]([S:13]([C:16]1[CH:21]=[CH:20][CH:19]=[CH:18][C:17]=1[N+:22]([O-:24])=[O:23])(=[O:15])=[O:14])[CH2:5][CH:6]([OH:12])[CH2:7][C:8]([O:10][CH3:11])=[O:9].[H-].[Na+]. The catalyst is CN(C=O)C. The product is [N+:22]([C:17]1[CH:18]=[CH:19][CH:20]=[CH:21][C:16]=1[S:13]([N:4]1[CH2:3][CH2:2][O:12][CH:6]([CH2:7][C:8]([O:10][CH3:11])=[O:9])[CH2:5]1)(=[O:15])=[O:14])([O-:24])=[O:23]. The yield is 0.630.